From a dataset of NCI-60 drug combinations with 297,098 pairs across 59 cell lines. Regression. Given two drug SMILES strings and cell line genomic features, predict the synergy score measuring deviation from expected non-interaction effect. (1) Drug 1: CC1=C(N=C(N=C1N)C(CC(=O)N)NCC(C(=O)N)N)C(=O)NC(C(C2=CN=CN2)OC3C(C(C(C(O3)CO)O)O)OC4C(C(C(C(O4)CO)O)OC(=O)N)O)C(=O)NC(C)C(C(C)C(=O)NC(C(C)O)C(=O)NCCC5=NC(=CS5)C6=NC(=CS6)C(=O)NCCC[S+](C)C)O. Drug 2: C1CC(=O)NC(=O)C1N2C(=O)C3=CC=CC=C3C2=O. Cell line: OVCAR3. Synergy scores: CSS=25.8, Synergy_ZIP=4.98, Synergy_Bliss=4.21, Synergy_Loewe=-19.3, Synergy_HSA=0.352. (2) Drug 1: C1=CC(=C2C(=C1NCCNCCO)C(=O)C3=C(C=CC(=C3C2=O)O)O)NCCNCCO. Drug 2: CC(C)NC(=O)C1=CC=C(C=C1)CNNC.Cl. Cell line: SR. Synergy scores: CSS=76.4, Synergy_ZIP=4.16, Synergy_Bliss=3.61, Synergy_Loewe=-23.6, Synergy_HSA=4.94. (3) Drug 1: CC1=C(N=C(N=C1N)C(CC(=O)N)NCC(C(=O)N)N)C(=O)NC(C(C2=CN=CN2)OC3C(C(C(C(O3)CO)O)O)OC4C(C(C(C(O4)CO)O)OC(=O)N)O)C(=O)NC(C)C(C(C)C(=O)NC(C(C)O)C(=O)NCCC5=NC(=CS5)C6=NC(=CS6)C(=O)NCCC[S+](C)C)O. Drug 2: C(CCl)NC(=O)N(CCCl)N=O. Cell line: ACHN. Synergy scores: CSS=62.1, Synergy_ZIP=0.796, Synergy_Bliss=1.39, Synergy_Loewe=-24.9, Synergy_HSA=2.06. (4) Drug 1: CCC(=C(C1=CC=CC=C1)C2=CC=C(C=C2)OCCN(C)C)C3=CC=CC=C3.C(C(=O)O)C(CC(=O)O)(C(=O)O)O. Drug 2: CC12CCC3C(C1CCC2O)C(CC4=C3C=CC(=C4)O)CCCCCCCCCS(=O)CCCC(C(F)(F)F)(F)F. Cell line: RPMI-8226. Synergy scores: CSS=20.0, Synergy_ZIP=-0.884, Synergy_Bliss=0.662, Synergy_Loewe=4.56, Synergy_HSA=0.968. (5) Drug 1: C1=NC2=C(N1)C(=S)N=C(N2)N. Drug 2: C1C(C(OC1N2C=C(C(=O)NC2=O)F)CO)O. Cell line: SK-OV-3. Synergy scores: CSS=55.1, Synergy_ZIP=-0.892, Synergy_Bliss=0.329, Synergy_Loewe=2.09, Synergy_HSA=4.94.